Dataset: NCI-60 drug combinations with 297,098 pairs across 59 cell lines. Task: Regression. Given two drug SMILES strings and cell line genomic features, predict the synergy score measuring deviation from expected non-interaction effect. Drug 1: C1=CC(=CC=C1CCCC(=O)O)N(CCCl)CCCl. Drug 2: CC1C(C(CC(O1)OC2CC(OC(C2O)C)OC3=CC4=CC5=C(C(=O)C(C(C5)C(C(=O)C(C(C)O)O)OC)OC6CC(C(C(O6)C)O)OC7CC(C(C(O7)C)O)OC8CC(C(C(O8)C)O)(C)O)C(=C4C(=C3C)O)O)O)O. Cell line: 786-0. Synergy scores: CSS=50.0, Synergy_ZIP=0.223, Synergy_Bliss=-4.27, Synergy_Loewe=-76.0, Synergy_HSA=-4.84.